Dataset: Reaction yield outcomes from USPTO patents with 853,638 reactions. Task: Predict the reaction yield, written as a fraction of the theoretical maximum amount of product (1.0 means a 100% yield; for example, 0.34 means a 34% yield). The reactants are [CH2:1]([O:4][CH2:5][C:6]1[N:11]=[C:10]([CH2:12]O)[CH:9]=[CH:8][CH:7]=1)[CH:2]=[CH2:3].C1(P(C2C=CC=CC=2)C2C=CC=CC=2)C=CC=CC=1.C(Br)(Br)(Br)[Br:34]. The catalyst is ClCCl. The product is [CH2:1]([O:4][CH2:5][C:6]1[CH:7]=[CH:8][CH:9]=[C:10]([CH2:12][Br:34])[N:11]=1)[CH:2]=[CH2:3]. The yield is 0.940.